Task: Predict the reaction yield, written as a fraction of the theoretical maximum amount of product (1.0 means a 100% yield; for example, 0.34 means a 34% yield).. Dataset: Reaction yield outcomes from USPTO patents with 853,638 reactions (1) The reactants are CN(C=O)C.C(=O)([O-])[O-].[K+].[K+].[OH:12][C:13]1[CH:14]=[C:15]([CH:20]=[CH:21][C:22]=1[O:23][CH3:24])[C:16]([O:18][CH3:19])=[O:17].Br[CH2:26][CH2:27][Cl:28]. The catalyst is O. The product is [Cl:28][CH2:27][CH2:26][O:12][C:13]1[CH:14]=[C:15]([CH:20]=[CH:21][C:22]=1[O:23][CH3:24])[C:16]([O:18][CH3:19])=[O:17]. The yield is 0.300. (2) The reactants are [N:1]1([CH2:7][C:8]([O:10]C)=O)[CH2:6][CH2:5][O:4][CH2:3][CH2:2]1.[NH2:12][NH2:13]. The catalyst is C(O)C. The product is [NH2:12][NH:13][C:8](=[O:10])[CH2:7][N:1]1[CH2:6][CH2:5][O:4][CH2:3][CH2:2]1. The yield is 1.00. (3) The product is [CH2:9]([O:11][C:12](=[O:16])[C:13]([C:20]1([OH:23])[CH2:21][CH2:22][O:17][CH2:18][CH2:19]1)([CH3:15])[CH3:14])[CH3:10]. The catalyst is O1CCCC1.CCCCCC. The reactants are [Li+].CC([N-]C(C)C)C.[CH2:9]([O:11][C:12](=[O:16])[CH:13]([CH3:15])[CH3:14])[CH3:10].[O:17]1[CH2:22][CH2:21][C:20](=[O:23])[CH2:19][CH2:18]1.[NH4+].[Cl-]. The yield is 0.920. (4) The reactants are [NH2:1][C:2]1[CH:3]=[C:4]([CH:9]=[C:10]([C:12]2[S:13][C:14]3[CH:15]=[N:16][CH:17]=[CH:18][C:19]=3[N:20]=2)[CH:11]=1)[C:5]([O:7][CH3:8])=[O:6].[CH3:21][O:22][C:23]1[CH:24]=[C:25]([CH:29]=[C:30]([O:34][CH3:35])[C:31]=1[O:32][CH3:33])[C:26](Cl)=[O:27]. The catalyst is N1C=CC=CC=1. The product is [N:20]1[C:19]2[CH:18]=[CH:17][N:16]=[CH:15][C:14]=2[S:13][C:12]=1[C:10]1[CH:9]=[C:4]([CH:3]=[C:2]([NH:1][C:26](=[O:27])[C:25]2[CH:24]=[C:23]([O:22][CH3:21])[C:31]([O:32][CH3:33])=[C:30]([O:34][CH3:35])[CH:29]=2)[CH:11]=1)[C:5]([O:7][CH3:8])=[O:6]. The yield is 0.360. (5) The reactants are F[C:2]1[CH:22]=[CH:21][C:5]2[N:6]3[CH:11]=[C:10]([C:12]4[CH:17]=[CH:16][C:15]([N:18]([CH3:20])[CH3:19])=[CH:14][CH:13]=4)[N:9]=[C:7]3[S:8][C:4]=2[CH:3]=1.[I:23]I.[O-]S([O-])(=S)=O.[Na+].[Na+]. The catalyst is C(Cl)Cl. The product is [I:23][C:2]1[CH:22]=[CH:21][C:5]2[N:6]3[CH:11]=[C:10]([C:12]4[CH:17]=[CH:16][C:15]([N:18]([CH3:20])[CH3:19])=[CH:14][CH:13]=4)[N:9]=[C:7]3[S:8][C:4]=2[CH:3]=1. The yield is 0.150. (6) The reactants are [O:1]=[C:2]1[C:11]2[C:6](=[CH:7][CH:8]=[C:9]([C:12]3([C:15]([O:17]C)=[O:16])[CH2:14][CH2:13]3)[CH:10]=2)[O:5][CH2:4][CH2:3]1.O[Li].[OH2:21].[CH3:22]O. The catalyst is O. The product is [OH:1][C:2]1([O:21][CH3:22])[C:11]2[C:6](=[CH:7][CH:8]=[C:9]([C:12]3([C:15]([OH:17])=[O:16])[CH2:13][CH2:14]3)[CH:10]=2)[O:5][CH2:4][CH2:3]1. The yield is 0.440.